This data is from Reaction yield outcomes from USPTO patents with 853,638 reactions. The task is: Predict the reaction yield, written as a fraction of the theoretical maximum amount of product (1.0 means a 100% yield; for example, 0.34 means a 34% yield). (1) The reactants are [F:1][C:2]([F:38])([F:37])[C:3]1[CH:4]=[C:5]([CH:30]=[C:31]([C:33]([F:36])([F:35])[F:34])[CH:32]=1)[CH2:6][N:7]([CH2:20][CH2:21][NH:22]C(OC(C)(C)C)=O)[C:8]([C:10]1[C:11](Cl)=[N:12][C:13]([S:17][CH3:18])=[N:14][C:15]=1[Cl:16])=[O:9]. The catalyst is C(OCC)(=O)C.Cl. The product is [F:38][C:2]([F:1])([F:37])[C:3]1[CH:4]=[C:5]([CH:30]=[C:31]([C:33]([F:36])([F:34])[F:35])[CH:32]=1)[CH2:6][N:7]1[C:8](=[O:9])[C:10]2[C:15]([Cl:16])=[N:14][C:13]([S:17][CH3:18])=[N:12][C:11]=2[NH:22][CH2:21][CH2:20]1. The yield is 0.680. (2) The reactants are [NH2:1][CH2:2][CH2:3][NH:4][C:5]1[N:10]=[C:9]([O:11][CH3:12])[C:8]([NH:13][C:14]([C:16]2[O:17][C:18]([O:21][C:22]3[CH:27]=[C:26]([Si:28]([CH3:31])([CH3:30])[CH3:29])[CH:25]=[CH:24][C:23]=3[CH3:32])=[CH:19][CH:20]=2)=[O:15])=[C:7]([O:33][CH3:34])[N:6]=1.C(N(CC)CC)C.[C:42](N1C=CN=C1)(N1C=CN=C1)=[O:43].[Cl-].CO[NH3+]. The catalyst is ClCCl.O. The product is [CH3:12][O:11][C:9]1[C:8]([NH:13][C:14]([C:16]2[O:17][C:18]([O:21][C:22]3[CH:27]=[C:26]([Si:28]([CH3:31])([CH3:30])[CH3:29])[CH:25]=[CH:24][C:23]=3[CH3:32])=[CH:19][CH:20]=2)=[O:15])=[C:7]([O:33][CH3:34])[N:6]=[C:5]([N:4]2[CH2:3][CH2:2][NH:1][C:42]2=[O:43])[N:10]=1. The yield is 0.170. (3) The catalyst is C(O)C. The reactants are [CH2:1]([O:8][C:9]([NH:11][C@@H:12]1[CH2:18][C@H:17]2[C@H:15]([O:16]2)[CH2:14][C@@H:13]1[C:19]([O:21][CH3:22])=[O:20])=[O:10])[C:2]1[CH:7]=[CH:6][CH:5]=[CH:4][CH:3]=1.[BH4-].[Na+]. The product is [CH2:1]([O:8][C:9]([NH:11][C@@H:12]1[CH2:18][C@H:17]([OH:16])[CH2:15][CH2:14][C@@H:13]1[C:19]([O:21][CH3:22])=[O:20])=[O:10])[C:2]1[CH:7]=[CH:6][CH:5]=[CH:4][CH:3]=1. The yield is 0.390. (4) The reactants are O[CH2:2][CH2:3][CH2:4][C:5]1[C:6](=[O:12])[NH:7][NH:8][C:9](=[O:11])[CH:10]=1.C1(P(C2C=CC=CC=2)C2C=CC=CC=2)C=CC=CC=1.N(C(OC(C)C)=O)=NC(OC(C)C)=O. The catalyst is C1COCC1. The product is [N:7]1[NH:8][C:9](=[O:11])[CH:10]=[C:5]2[CH2:4][CH2:3][CH2:2][O:12][C:6]=12. The yield is 0.790. (5) The reactants are [NH2:1][C:2]1[NH:6][C:5]([C:7]([O:9][CH2:10][CH3:11])=[O:8])=[N:4][C:3]=1[C:12]1[CH:17]=[CH:16][CH:15]=[C:14]([Br:18])[CH:13]=1.Br[CH:20](Br)[CH3:21].C(=O)([O-])[O-].[Cs+].[Cs+].CN(C=O)C. No catalyst specified. The product is [Br:18][C:14]1[CH:13]=[C:12]([C:3]2[N:4]=[C:5]([C:7]([O:9][CH2:10][CH3:11])=[O:8])[N:6]3[CH2:21][CH2:20][NH:1][C:2]=23)[CH:17]=[CH:16][CH:15]=1. The yield is 0.790. (6) The reactants are [CH2:1]([C:3]1[N:4]([C:28]2[CH:33]=[CH:32][C:31]([O:34][C:35]3([CH2:40][OH:41])[CH2:39][CH2:38][CH2:37][CH2:36]3)=[CH:30][CH:29]=2)[C:5](=[O:27])[C:6]([CH2:12][C:13]2[CH:18]=[CH:17][C:16]([C:19]3[C:20]([C:25]#[N:26])=[CH:21][CH:22]=[CH:23][CH:24]=3)=[CH:15][CH:14]=2)=[C:7]([CH2:9][CH2:10][CH3:11])[N:8]=1)[CH3:2].[N:42]1C(C)=CC=CC=1C.FC(F)(F)S(O[Si](C(C)(C)C)(C)C)(=O)=O.[C:65]([O:68]CC)(=[O:67])C. The catalyst is ClCCl. The product is [CH2:1]([C:3]1[N:4]([C:28]2[CH:33]=[CH:32][C:31]([O:34][C:35]3([CH2:40][OH:41])[CH2:36][CH2:37][CH2:38][CH2:39]3)=[CH:30][CH:29]=2)[C:5](=[O:27])[C:6]([CH2:12][C:13]2[CH:14]=[CH:15][C:16]([C:19]3[CH:24]=[CH:23][CH:22]=[CH:21][C:20]=3[C:25]3[NH:42][C:65](=[O:67])[O:68][N:26]=3)=[CH:17][CH:18]=2)=[C:7]([CH2:9][CH2:10][CH3:11])[N:8]=1)[CH3:2]. The yield is 0.580.